From a dataset of Catalyst prediction with 721,799 reactions and 888 catalyst types from USPTO. Predict which catalyst facilitates the given reaction. Reactant: C([O:3][C:4]([C:6]1[N:10]([CH:11]([CH3:13])[CH3:12])[C:9]([C:14]2[C:19]([NH:20][S:21]([C:24]3[CH:29]=[CH:28][C:27]([C:30]([CH3:33])([CH3:32])[CH3:31])=[CH:26][CH:25]=3)(=[O:23])=[O:22])=[CH:18][C:17]([Cl:34])=[CH:16][N:15]=2)=[N:8][N:7]=1)=O)C.[CH3:35][NH:36][CH3:37].[C-]#N.[K+]. Product: [CH3:35][N:36]([CH3:37])[C:4]([C:6]1[N:10]([CH:11]([CH3:13])[CH3:12])[C:9]([C:14]2[C:19]([NH:20][S:21]([C:24]3[CH:25]=[CH:26][C:27]([C:30]([CH3:31])([CH3:32])[CH3:33])=[CH:28][CH:29]=3)(=[O:23])=[O:22])=[CH:18][C:17]([Cl:34])=[CH:16][N:15]=2)=[N:8][N:7]=1)=[O:3]. The catalyst class is: 1.